Dataset: Forward reaction prediction with 1.9M reactions from USPTO patents (1976-2016). Task: Predict the product of the given reaction. Given the reactants Cl[C:2]1[N:7]=[C:6]([CH3:8])[C:5]([CH:9]=[O:10])=[CH:4][CH:3]=1.[C:11]([O:15][C:16](=[O:26])[CH2:17][S:18][C:19]1[CH:24]=[CH:23][C:22]([OH:25])=[CH:21][CH:20]=1)([CH3:14])([CH3:13])[CH3:12].C([O-])([O-])=O.[K+].[K+], predict the reaction product. The product is: [C:11]([O:15][C:16](=[O:26])[CH2:17][S:18][C:19]1[CH:20]=[CH:21][C:22]([O:25][C:2]2[CH:3]=[CH:4][C:5]([CH:9]=[O:10])=[C:6]([CH3:8])[N:7]=2)=[CH:23][CH:24]=1)([CH3:14])([CH3:12])[CH3:13].